This data is from Reaction yield outcomes from USPTO patents with 853,638 reactions. The task is: Predict the reaction yield, written as a fraction of the theoretical maximum amount of product (1.0 means a 100% yield; for example, 0.34 means a 34% yield). The reactants are C(OC(=O)[NH:7][C:8]1([CH2:16][N:17]2[CH2:26][CH2:25][C:24]3[C:19](=[CH:20][C:21]([C:31]45[CH2:40][CH:35]6[CH2:36][CH:37]([CH2:39][CH:33]([CH2:34]6)[CH2:32]4)[CH2:38]5)=[C:22]([O:27][CH:28]([CH3:30])[CH3:29])[CH:23]=3)[CH2:18]2)[CH2:13][O:12]C(C)(C)[O:10][CH2:9]1)(C)(C)C.C(OC1C=C(C2ON=C(C3C=CC=C4C=3CCN4CC3(NC(=O)OC(C)(C)C)COC(C)(C)OC3)N=2)C=CC=1OCC)C. No catalyst specified. The product is [NH2:7][C:8]([CH2:16][N:17]1[CH2:26][CH2:25][C:24]2[C:19](=[CH:20][C:21]([C:31]34[CH2:38][CH:37]5[CH2:39][CH:33]([CH2:34][CH:35]([CH2:36]5)[CH2:40]3)[CH2:32]4)=[C:22]([O:27][CH:28]([CH3:30])[CH3:29])[CH:23]=2)[CH2:18]1)([CH2:13][OH:12])[CH2:9][OH:10]. The yield is 0.770.